From a dataset of Forward reaction prediction with 1.9M reactions from USPTO patents (1976-2016). Predict the product of the given reaction. (1) The product is: [C:33]([O:32][C:30]([N:37]([CH3:43])[CH:38]([CH3:39])[C:40]([NH:1][CH:2]([CH:26]([O:28][CH3:29])[CH3:27])[C:3]([N:5]1[CH2:9][CH2:8][CH:7]([O:10][C:11](=[O:13])[CH3:12])[CH:6]1[CH2:14][C:15]1[C:23]2[C:18](=[CH:19][C:20]([F:24])=[CH:21][CH:22]=2)[NH:17][C:16]=1[Cl:25])=[O:4])=[O:41])=[O:31])([CH3:36])([CH3:35])[CH3:34]. Given the reactants [NH2:1][CH:2]([CH:26]([O:28][CH3:29])[CH3:27])[C:3]([N:5]1[CH2:9][CH2:8][CH:7]([O:10][C:11](=[O:13])[CH3:12])[CH:6]1[CH2:14][C:15]1[C:23]2[C:18](=[CH:19][C:20]([F:24])=[CH:21][CH:22]=2)[NH:17][C:16]=1[Cl:25])=[O:4].[C:30]([N:37]([CH3:43])[C@H:38]([C:40](O)=[O:41])[CH3:39])([O:32][C:33]([CH3:36])([CH3:35])[CH3:34])=[O:31].CN(C(ON1N=NC2C=CC=NC1=2)=[N+](C)C)C.F[P-](F)(F)(F)(F)F.CCN(C(C)C)C(C)C, predict the reaction product. (2) Given the reactants [CH2:1]([Mg]Br)[CH:2]=C.[Br:6][C:7]1[CH:14]=[CH:13][CH:12]=[CH:11][C:8]=1[CH:9]=[O:10], predict the reaction product. The product is: [Br:6][C:7]1[CH:14]=[CH:13][CH:12]=[CH:11][C:8]=1[CH:9]([OH:10])[CH:1]=[CH2:2]. (3) Given the reactants B(Br)(Br)Br.C[O:6][C:7]1[CH:8]=[C:9]2[C:14](=[CH:15][CH:16]=1)[CH:13]=[C:12]([C:17]1[CH:22]=[CH:21][N:20]=[C:19]([C:23]([O:25]C)=[O:24])[CH:18]=1)[CH:11]=[CH:10]2, predict the reaction product. The product is: [OH:6][C:7]1[CH:8]=[C:9]2[C:14](=[CH:15][CH:16]=1)[CH:13]=[C:12]([C:17]1[CH:22]=[CH:21][N:20]=[C:19]([C:23]([OH:25])=[O:24])[CH:18]=1)[CH:11]=[CH:10]2. (4) Given the reactants [NH:1]1[C:5]2[CH:6]=[CH:7][CH:8]=[CH:9][C:4]=2[N:3]=[C:2]1[CH2:10][N:11]([CH3:22])[CH:12]1[C:21]2[N:20]=[CH:19][CH:18]=[CH:17][C:16]=2[CH2:15][CH2:14][CH2:13]1.Cl[CH2:24][CH:25]1[CH2:28][N:27]([C:29]([O:31][C:32]([CH3:35])([CH3:34])[CH3:33])=[O:30])[CH2:26]1.[I-].[K+].C([O-])([O-])=O.[K+].[K+], predict the reaction product. The product is: [CH3:22][N:11]([CH2:10][C:2]1[N:3]([CH2:24][CH:25]2[CH2:28][N:27]([C:29]([O:31][C:32]([CH3:33])([CH3:35])[CH3:34])=[O:30])[CH2:26]2)[C:4]2[CH:9]=[CH:8][CH:7]=[CH:6][C:5]=2[N:1]=1)[CH:12]1[C:21]2[N:20]=[CH:19][CH:18]=[CH:17][C:16]=2[CH2:15][CH2:14][CH2:13]1. (5) Given the reactants [CH3:1][C:2]1[CH:7]=[CH:6][C:5]([S:8][C:9]2[CH:10]=[C:11]([NH:15][C:16](=[O:18])[CH3:17])[CH:12]=[CH:13][CH:14]=2)=[C:4]([N+:19]([O-])=O)[CH:3]=1.Cl[Sn]Cl, predict the reaction product. The product is: [NH2:19][C:4]1[CH:3]=[C:2]([CH3:1])[CH:7]=[CH:6][C:5]=1[S:8][C:9]1[CH:10]=[C:11]([NH:15][C:16](=[O:18])[CH3:17])[CH:12]=[CH:13][CH:14]=1. (6) Given the reactants [F:1][C:2]([F:13])([F:12])[O:3][C:4]1[CH:11]=[CH:10][C:7]([CH:8]=O)=[CH:6][CH:5]=1.[C:14]12([NH2:24])[CH2:23][CH:18]3[CH2:19][CH:20]([CH2:22][CH:16]([CH2:17]3)[CH2:15]1)[CH2:21]2, predict the reaction product. The product is: [C:14]12([NH:24][CH2:8][C:7]3[CH:10]=[CH:11][C:4]([O:3][C:2]([F:13])([F:12])[F:1])=[CH:5][CH:6]=3)[CH2:21][CH:20]3[CH2:19][CH:18]([CH2:17][CH:16]([CH2:22]3)[CH2:15]1)[CH2:23]2. (7) Given the reactants [O:1]([CH2:8][C:9]1[N:13]([CH2:14][C:15]2[CH:20]=[CH:19][C:18]([O:21][C:22]([F:25])([F:24])[F:23])=[CH:17][CH:16]=2)[C:12]2[CH:26]=[CH:27][C:28]([C:30]([OH:32])=O)=[CH:29][C:11]=2[N:10]=1)[C:2]1[CH:7]=[CH:6][CH:5]=[CH:4][CH:3]=1.CC(C)N=C=NC(C)C.[CH2:42]([NH2:49])[CH2:43][CH2:44][CH2:45][CH2:46][CH2:47][CH3:48], predict the reaction product. The product is: [CH2:42]([NH:49][C:30]([C:28]1[CH:27]=[CH:26][C:12]2[N:13]([CH2:14][C:15]3[CH:16]=[CH:17][C:18]([O:21][C:22]([F:23])([F:24])[F:25])=[CH:19][CH:20]=3)[C:9]([CH2:8][O:1][C:2]3[CH:7]=[CH:6][CH:5]=[CH:4][CH:3]=3)=[N:10][C:11]=2[CH:29]=1)=[O:32])[CH2:43][CH2:44][CH2:45][CH2:46][CH2:47][CH3:48].